This data is from Forward reaction prediction with 1.9M reactions from USPTO patents (1976-2016). The task is: Predict the product of the given reaction. (1) Given the reactants [CH:1]([C:4]1[CH:10]=[CH:9][CH:8]=[C:7]([CH3:11])[C:5]=1[NH2:6])([CH3:3])[CH3:2].[Cl:12][C:13]1[CH:21]=[CH:20][C:19]([N+:22]([O-:24])=[O:23])=[CH:18][C:14]=1[C:15](Cl)=[O:16], predict the reaction product. The product is: [CH:1]([C:4]1[CH:10]=[CH:9][CH:8]=[C:7]([CH3:11])[C:5]=1[NH:6][C:15]([C:14]1[CH:18]=[C:19]([N+:22]([O-:24])=[O:23])[CH:20]=[CH:21][C:13]=1[Cl:12])=[O:16])([CH3:3])[CH3:2]. (2) Given the reactants FC(F)(F)S(O[C:7]1[CH:12]=[C:11]([C:13]#[N:14])[CH:10]=[CH:9][C:8]=1[C:15]1([CH3:20])[O:19][CH2:18][CH2:17][O:16]1)(=O)=O.[N:23]1([CH2:29][CH2:30][C:31]2[CH:36]=[CH:35][C:34]([NH2:37])=[CH:33][CH:32]=2)[CH2:28][CH2:27][O:26][CH2:25][CH2:24]1, predict the reaction product. The product is: [CH3:20][C:15]1([C:8]2[CH:9]=[CH:10][C:11]([C:13]#[N:14])=[CH:12][C:7]=2[NH:37][C:34]2[CH:35]=[CH:36][C:31]([CH2:30][CH2:29][N:23]3[CH2:24][CH2:25][O:26][CH2:27][CH2:28]3)=[CH:32][CH:33]=2)[O:19][CH2:18][CH2:17][O:16]1. (3) Given the reactants [C:1]([C:5]([O:7]CC)=O)([F:4])([F:3])[F:2].O.[NH2:11][CH2:12][CH2:13][N:14]([CH3:29])[CH2:15][CH2:16][NH:17][C:18]1[N:19]=[N+:20]([O-:28])[C:21]2[CH:27]=[CH:26][CH:25]=[CH:24][C:22]=2[N:23]=1, predict the reaction product. The product is: [F:4][C:1]([F:2])([F:3])[C:5]([NH:11][CH2:12][CH2:13][N:14]([CH3:29])[CH2:15][CH2:16][NH:17][C:18]1[N:19]=[N+:20]([O-:28])[C:21]2[CH:27]=[CH:26][CH:25]=[CH:24][C:22]=2[N:23]=1)=[O:7]. (4) Given the reactants [N:1]1[C:10]2[C:5](=[CH:6][CH:7]=[CH:8][C:9]=2[S:11](Cl)(=[O:13])=[O:12])[CH:4]=[CH:3][CH:2]=1.[NH3:15], predict the reaction product. The product is: [N:1]1[C:10]2[C:5](=[CH:6][CH:7]=[CH:8][C:9]=2[S:11]([NH2:15])(=[O:13])=[O:12])[CH:4]=[CH:3][CH:2]=1.